Dataset: Reaction yield outcomes from USPTO patents with 853,638 reactions. Task: Predict the reaction yield, written as a fraction of the theoretical maximum amount of product (1.0 means a 100% yield; for example, 0.34 means a 34% yield). The reactants are [CH3:1][O:2][C:3]1[CH:8]=[CH:7][CH:6]=[CH:5][C:4]=1[N:9]=[C:10](Cl)[C:11]([F:14])([F:13])[F:12].[N-:16]=[N+:17]=[N-:18].[Na+].Cl.C(N(CC)CC)C. The catalyst is C1(C)C=CC=CC=1. The product is [CH3:1][O:2][C:3]1[CH:8]=[CH:7][CH:6]=[CH:5][C:4]=1[N:9]1[C:10]([C:11]([F:14])([F:13])[F:12])=[N:18][N:17]=[N:16]1. The yield is 0.976.